From a dataset of Catalyst prediction with 721,799 reactions and 888 catalyst types from USPTO. Predict which catalyst facilitates the given reaction. (1) Reactant: [Cl:1][CH2:2][C:3](Cl)=[O:4].[NH:6]1[C:14]2[C:9](=[CH:10][C:11]([NH:15][C:16]([C:18]3[C:19]([C:24]4[CH:29]=[CH:28][C:27]([C:30]([F:33])([F:32])[F:31])=[CH:26][CH:25]=4)=[CH:20][CH:21]=[CH:22][CH:23]=3)=[O:17])=[CH:12][CH:13]=2)[CH2:8][CH2:7]1.C(N(CC)CC)C.C(OCC)(=O)C. Product: [Cl:1][CH2:2][C:3]([N:6]1[C:14]2[C:9](=[CH:10][C:11]([NH:15][C:16]([C:18]3[C:19]([C:24]4[CH:25]=[CH:26][C:27]([C:30]([F:31])([F:32])[F:33])=[CH:28][CH:29]=4)=[CH:20][CH:21]=[CH:22][CH:23]=3)=[O:17])=[CH:12][CH:13]=2)[CH2:8][CH2:7]1)=[O:4]. The catalyst class is: 30. (2) Reactant: [Br:1][C:2]1[CH:3]=[C:4]([C:7]([NH:9][C@@:10]2([C:20]3[CH:25]=[CH:24][C:23]([O:26][C:27]([F:30])([F:29])[F:28])=[C:22]([F:31])[CH:21]=3)[C:15]3=[N:16][CH:17]=[CH:18][CH:19]=[C:14]3[O:13][CH2:12][CH2:11]2)=[O:8])[NH:5][CH:6]=1.[C:32]([O-])([O-])=O.[Cs+].[Cs+].IC.O. Product: [Br:1][C:2]1[CH:3]=[C:4]([C:7]([NH:9][C@@:10]2([C:20]3[CH:25]=[CH:24][C:23]([O:26][C:27]([F:30])([F:28])[F:29])=[C:22]([F:31])[CH:21]=3)[C:15]3=[N:16][CH:17]=[CH:18][CH:19]=[C:14]3[O:13][CH2:12][CH2:11]2)=[O:8])[N:5]([CH3:32])[CH:6]=1. The catalyst class is: 3. (3) Reactant: [CH:1]([CH:3]=P(C1C=CC=CC=1)(C1C=CC=CC=1)C1C=CC=CC=1)=[O:2].[N:23]1[CH:28]=[CH:27][CH:26]=[C:25]([CH:29]=O)[CH:24]=1. Product: [N:23]1[CH:28]=[CH:27][CH:26]=[C:25]([CH2:29][CH2:3][CH:1]=[O:2])[CH:24]=1. The catalyst class is: 48. (4) Reactant: [CH:1]([N:4]([CH3:30])[C:5]1[C:6]([C:19]2[CH:24]=[CH:23][C:22]([O:25][C:26]([F:29])([F:28])[F:27])=[CH:21][CH:20]=2)=[N:7][C:8]2[C:13]([N:14]=1)=[CH:12][C:11]([C:15]([O:17]C)=[O:16])=[CH:10][CH:9]=2)([CH3:3])[CH3:2].[OH-].[Na+].O. Product: [CH:1]([N:4]([CH3:30])[C:5]1[C:6]([C:19]2[CH:24]=[CH:23][C:22]([O:25][C:26]([F:28])([F:29])[F:27])=[CH:21][CH:20]=2)=[N:7][C:8]2[C:13]([N:14]=1)=[CH:12][C:11]([C:15]([OH:17])=[O:16])=[CH:10][CH:9]=2)([CH3:3])[CH3:2]. The catalyst class is: 5. (5) Reactant: [Cl:1][C:2]1[C:3]([NH:16][S:17]([C:20]2[CH:25]=[CH:24][C:23]([F:26])=[CH:22][CH:21]=2)(=[O:19])=[O:18])=[C:4]([C:12]([O:14]C)=[O:13])[C:5]2[C:10]([CH:11]=1)=[CH:9][CH:8]=[CH:7][CH:6]=2.[Li+].[OH-].Cl.C(OCC)(=O)C. Product: [Cl:1][C:2]1[C:3]([NH:16][S:17]([C:20]2[CH:25]=[CH:24][C:23]([F:26])=[CH:22][CH:21]=2)(=[O:19])=[O:18])=[C:4]([C:12]([OH:14])=[O:13])[C:5]2[C:10]([CH:11]=1)=[CH:9][CH:8]=[CH:7][CH:6]=2. The catalyst class is: 38. (6) The catalyst class is: 6. Reactant: [Br:1][C:2]1[CH:11]=[CH:10][C:5]([C:6]([O:8]C)=[O:7])=[C:4]([C:12]#[N:13])[CH:3]=1.C(COC)OC.O.[OH-].[Li+].Cl. Product: [Br:1][C:2]1[CH:11]=[CH:10][C:5]([C:6]([OH:8])=[O:7])=[C:4]([C:12]#[N:13])[CH:3]=1. (7) Reactant: Cl[C:2]1[N:11]=[C:10]2[C:5]([CH:6]=[C:7]([C:16]([O:18][CH2:19][CH3:20])=[O:17])[C:8]([C:12]([F:15])([F:14])[F:13])=[N:9]2)=[CH:4][CH:3]=1.[NH:21]1[CH2:26][CH2:25][O:24][CH2:23][CH2:22]1. Product: [N:21]1([C:2]2[N:11]=[C:10]3[C:5]([CH:6]=[C:7]([C:16]([O:18][CH2:19][CH3:20])=[O:17])[C:8]([C:12]([F:15])([F:14])[F:13])=[N:9]3)=[CH:4][CH:3]=2)[CH2:26][CH2:25][O:24][CH2:23][CH2:22]1. The catalyst class is: 8.